From a dataset of Full USPTO retrosynthesis dataset with 1.9M reactions from patents (1976-2016). Predict the reactants needed to synthesize the given product. (1) Given the product [Cl:31][C:32]1[CH:33]=[C:34]([S:38]([NH:29][C:25]2[CH:24]=[C:23]([C:20]3[CH:19]=[CH:18][C:17]([C:15]([NH:14][C@@H:7]([CH2:8][OH:9])[C:6]([OH:5])=[O:30])=[O:16])=[CH:22][CH:21]=3)[CH:28]=[CH:27][CH:26]=2)(=[O:40])=[O:39])[S:35][C:36]=1[Cl:37], predict the reactants needed to synthesize it. The reactants are: C([O:5][C:6](=[O:30])[C@@H:7]([NH:14][C:15]([C:17]1[CH:22]=[CH:21][C:20]([C:23]2[CH:28]=[CH:27][CH:26]=[C:25]([NH2:29])[CH:24]=2)=[CH:19][CH:18]=1)=[O:16])[CH2:8][O:9]C(C)(C)C)(C)(C)C.[Cl:31][C:32]1[CH:33]=[C:34]([S:38](Cl)(=[O:40])=[O:39])[S:35][C:36]=1[Cl:37]. (2) Given the product [Cl:26][C:6]1[CH:7]=[CH:8][C:9]2[C:4](=[CH:3][C:2]3[CH:1]4[CH2:16][CH:12]([C:11]=3[C:10]=2[C:17](=[O:22])[C:18]([F:20])([F:21])[F:19])[CH2:13][NH:14][CH2:15]4)[N:5]=1, predict the reactants needed to synthesize it. The reactants are: [CH:1]12[CH2:16][CH:12]([CH2:13][NH:14][CH2:15]1)[C:11]1[C:10]([C:17](=[O:22])[C:18]([F:21])([F:20])[F:19])=[CH:9][CH:8]=[C:7]3[C:4]([NH:5][C:6]3=O)=[CH:3][C:2]2=1.O=P(Cl)(Cl)[Cl:26]. (3) Given the product [CH2:10]([S:17][C:18]1[C:19]([CH2:33][CH3:34])=[C:20]([C:2]2[C:3](=[O:9])[N:4]([CH3:8])[CH:5]=[CH:6][CH:7]=2)[CH:21]=[CH:22][CH:23]=1)[C:11]1[CH:12]=[CH:13][CH:14]=[CH:15][CH:16]=1, predict the reactants needed to synthesize it. The reactants are: Br[C:2]1[C:3](=[O:9])[N:4]([CH3:8])[CH:5]=[CH:6][CH:7]=1.[CH2:10]([S:17][C:18]1[C:19]([CH2:33][CH3:34])=[C:20](B2OC(C)(C)C(C)(C)O2)[CH:21]=[CH:22][CH:23]=1)[C:11]1[CH:16]=[CH:15][CH:14]=[CH:13][CH:12]=1.CS(C)=O.